Predict the product of the given reaction. From a dataset of Forward reaction prediction with 1.9M reactions from USPTO patents (1976-2016). (1) Given the reactants [NH:1]1[CH:5]=[C:4]([NH2:6])[CH:3]=[N:2]1.ClCCl.C(N(CC)CC)C.[C:17](OC(=O)C)(=[O:19])[CH3:18].[C:24](OCC)(=[O:26])[CH3:25], predict the reaction product. The product is: [C:17]([N:1]1[CH:5]=[C:4]([NH:6][C:24](=[O:26])[CH3:25])[CH:3]=[N:2]1)(=[O:19])[CH3:18]. (2) Given the reactants [OH:1][C:2]1[C:3](=[O:9])[N:4]([CH3:8])[CH:5]=[CH:6][CH:7]=1, predict the reaction product. The product is: [OH:1][CH:2]1[CH2:7][CH2:6][CH2:5][N:4]([CH3:8])[C:3]1=[O:9]. (3) Given the reactants C(OC([N:8]1[CH2:17][CH2:16][C:15]2[NH:14][N:13]=[C:12]([C:18]3[CH:23]=[CH:22][C:21]([Cl:24])=[CH:20][CH:19]=3)[C:11]=2[CH2:10][CH2:9]1)=O)(C)(C)C.[F:25][C:26]([F:36])([F:35])[C:27]1[CH:34]=[CH:33][CH:32]=[CH:31][C:28]=1[CH2:29]Br.C(OC(N1CCC2C(=C(C3C=CC(Cl)=CC=3)N(CC3C=CC=CC=3C(F)(F)F)N=2)CC1)=O)(C)(C)C, predict the reaction product. The product is: [Cl:24][C:21]1[CH:20]=[CH:19][C:18]([C:12]2[C:11]3[CH2:10][CH2:9][NH:8][CH2:17][CH2:16][C:15]=3[N:14]([CH2:29][C:28]3[CH:31]=[CH:32][CH:33]=[CH:34][C:27]=3[C:26]([F:25])([F:35])[F:36])[N:13]=2)=[CH:23][CH:22]=1. (4) Given the reactants [NH:1]1[C:5]2[CH:6]=[CH:7][CH:8]=[CH:9][C:4]=2[N:3]=[C:2]1[NH:10][C@H:11]1[CH2:16][CH2:15][C@H:14]([C:17]([OH:19])=O)[CH2:13][CH2:12]1.C(Cl)CCl.C1C=CC2N(O)N=NC=2C=1.C(N(CC)CC)C.[CH2:41]([NH2:48])[C:42]1[CH:47]=[CH:46][CH:45]=[CH:44][CH:43]=1, predict the reaction product. The product is: [CH2:41]([NH:48][C:17]([C@H:14]1[CH2:13][CH2:12][C@H:11]([NH:10][C:2]2[NH:3][C:4]3[CH:9]=[CH:8][CH:7]=[CH:6][C:5]=3[N:1]=2)[CH2:16][CH2:15]1)=[O:19])[C:42]1[CH:47]=[CH:46][CH:45]=[CH:44][CH:43]=1.